Dataset: TCR-epitope binding with 47,182 pairs between 192 epitopes and 23,139 TCRs. Task: Binary Classification. Given a T-cell receptor sequence (or CDR3 region) and an epitope sequence, predict whether binding occurs between them. (1) The epitope is HTTDPSFLGRY. The TCR CDR3 sequence is CASSLDGDQPQHF. Result: 1 (the TCR binds to the epitope). (2) The epitope is KLWAQCVQL. The TCR CDR3 sequence is CASSYLLAGPYNEQFF. Result: 1 (the TCR binds to the epitope). (3) The epitope is FLKEKGGL. The TCR CDR3 sequence is CASSLLDRVREDTQYF. Result: 1 (the TCR binds to the epitope). (4) Result: 0 (the TCR does not bind to the epitope). The TCR CDR3 sequence is CASSQVLTASNQPQHF. The epitope is FLLNKEMYL.